Dataset: Forward reaction prediction with 1.9M reactions from USPTO patents (1976-2016). Task: Predict the product of the given reaction. (1) Given the reactants [CH:1]1([C:4]2[C:5]([O:13][CH2:14][C:15]([F:18])([F:17])[F:16])=[CH:6][C:7]([C:10]([OH:12])=O)=[N:8][CH:9]=2)[CH2:3][CH2:2]1.[CH3:19][C:20]1[O:24][C:23]([C:25]([NH2:32])([CH3:31])[CH2:26][CH:27]2[CH2:30][O:29][CH2:28]2)=[N:22][N:21]=1, predict the reaction product. The product is: [CH:1]1([C:4]2[C:5]([O:13][CH2:14][C:15]([F:18])([F:17])[F:16])=[CH:6][C:7]([C:10]([NH:32][C:25]([C:23]3[O:24][C:20]([CH3:19])=[N:21][N:22]=3)([CH3:31])[CH2:26][CH:27]3[CH2:30][O:29][CH2:28]3)=[O:12])=[N:8][CH:9]=2)[CH2:2][CH2:3]1. (2) The product is: [C:28]([O:27][C:25](=[O:26])[CH2:24][O:16][C:15]1[CH:14]=[CH:13][C:12]([CH2:17][C:18]([O:20][CH2:21][CH3:22])=[O:19])=[CH:11][C:10]=1[O:9][CH2:7][CH3:8])([CH3:31])([CH3:30])[CH3:29]. Given the reactants C(=O)([O-])[O-].[K+].[K+].[CH2:7]([O:9][C:10]1[CH:11]=[C:12]([CH2:17][C:18]([O:20][CH2:21][CH3:22])=[O:19])[CH:13]=[CH:14][C:15]=1[OH:16])[CH3:8].Br[CH2:24][C:25]([O:27][C:28]([CH3:31])([CH3:30])[CH3:29])=[O:26], predict the reaction product. (3) Given the reactants Br[CH2:2][C:3]1[C:12]2[C:7](=[C:8]([F:14])[C:9]([F:13])=[CH:10][CH:11]=2)[NH:6][C:5](=[O:15])[CH:4]=1.[CH3:16][CH:17]([CH2:28][CH3:29])[CH2:18][C:19]1[NH:23][C:22]2[CH:24]=[CH:25][CH:26]=[CH:27][C:21]=2[N:20]=1, predict the reaction product. The product is: [F:13][C:9]1[C:8]([F:14])=[C:7]2[C:12]([C:3]([CH2:2][N:20]3[C:21]4[CH:27]=[CH:26][CH:25]=[CH:24][C:22]=4[N:23]=[C:19]3[CH2:18][CH:17]([CH3:16])[CH2:28][CH3:29])=[CH:4][C:5](=[O:15])[NH:6]2)=[CH:11][CH:10]=1. (4) Given the reactants [H-].[Na+].[Cl:3][C:4]1[CH:5]=[C:6]([CH2:11][C:12]#[N:13])[CH:7]=[CH:8][C:9]=1[Cl:10].Br[CH2:15][CH2:16][CH2:17][C:18]([O:20][CH2:21][CH3:22])=[O:19], predict the reaction product. The product is: [C:12]([CH:11]([C:6]1[CH:7]=[CH:8][C:9]([Cl:10])=[C:4]([Cl:3])[CH:5]=1)[CH2:15][CH2:16][CH2:17][C:18]([O:20][CH2:21][CH3:22])=[O:19])#[N:13]. (5) Given the reactants [CH3:1][O:2][C:3]1[CH:8]=[C:7]([C@H:9]2[CH2:14][CH2:13][N:12]([C:15]([O:17][C:18]([CH3:21])([CH3:20])[CH3:19])=[O:16])[CH2:11][C@H:10]2[C:22]([O:24][CH2:25][CH3:26])=[O:23])[CH:6]=[CH:5][N:4]=1.[O-]CC.[Na+], predict the reaction product. The product is: [CH3:1][O:2][C:3]1[CH:8]=[C:7]([C@@H:9]2[CH2:14][CH2:13][N:12]([C:15]([O:17][C:18]([CH3:21])([CH3:19])[CH3:20])=[O:16])[CH2:11][C@H:10]2[C:22]([O:24][CH2:25][CH3:26])=[O:23])[CH:6]=[CH:5][N:4]=1. (6) Given the reactants [CH:1]([NH:4][CH2:5][C:6]([O:8][CH3:9])=[O:7])([CH3:3])[CH3:2].[F:10][C:11]1[CH:16]=[CH:15][C:14]([S:17](Cl)(=[O:19])=[O:18])=[CH:13][CH:12]=1.CCN(C(C)C)C(C)C, predict the reaction product. The product is: [F:10][C:11]1[CH:16]=[CH:15][C:14]([S:17]([N:4]([CH2:5][C:6]([O:8][CH3:9])=[O:7])[CH:1]([CH3:3])[CH3:2])(=[O:19])=[O:18])=[CH:13][CH:12]=1. (7) Given the reactants [NH2:1][CH2:2][C:3]1[CH:34]=[CH:33][C:6]([C:7]([NH:9][C@@H:10]([CH2:14][CH2:15][CH2:16][CH2:17][N:18]([CH2:26][C:27]2[CH:32]=[CH:31][CH:30]=[CH:29][N:28]=2)C(OC(C)(C)C)=O)[C:11]([OH:13])=[O:12])=[O:8])=[CH:5][CH:4]=1.[N+:35]([O-])([O-])=O.C([N:41]([CH2:44]C)CC)C, predict the reaction product. The product is: [NH:1]([CH2:2][C:3]1[CH:4]=[CH:5][C:6]([C:7]([NH:9][C@@H:10]([CH2:14][CH2:15][CH2:16][CH2:17][NH:18][CH2:26][C:27]2[CH:32]=[CH:31][CH:30]=[CH:29][N:28]=2)[C:11]([OH:13])=[O:12])=[O:8])=[CH:33][CH:34]=1)[C:44]([NH2:41])=[NH:35]. (8) Given the reactants [CH:1]1([N:4]([C@@H:20]([C:22]2[CH:26]=[C:25]([C:27]3[CH:32]=[CH:31][CH:30]=[CH:29][N:28]=3)[N:24]([CH2:33][CH2:34][CH2:35][NH:36][C:37]([O:39][CH3:40])=[O:38])[N:23]=2)[CH3:21])[C:5]([C@@H:7]2[O:12][CH2:11][CH2:10][N:9](C(OC(C)(C)C)=O)[CH2:8]2)=[O:6])[CH2:3][CH2:2]1, predict the reaction product. The product is: [CH:1]1([N:4]([C:5]([C@@H:7]2[O:12][CH2:11][CH2:10][NH:9][CH2:8]2)=[O:6])[C@@H:20]([C:22]2[CH:26]=[C:25]([C:27]3[CH:32]=[CH:31][CH:30]=[CH:29][N:28]=3)[N:24]([CH2:33][CH2:34][CH2:35][NH:36][C:37](=[O:38])[O:39][CH3:40])[N:23]=2)[CH3:21])[CH2:3][CH2:2]1.